From a dataset of NCI-60 drug combinations with 297,098 pairs across 59 cell lines. Regression. Given two drug SMILES strings and cell line genomic features, predict the synergy score measuring deviation from expected non-interaction effect. (1) Drug 1: CC(CN1CC(=O)NC(=O)C1)N2CC(=O)NC(=O)C2. Drug 2: CC1=CC=C(C=C1)C2=CC(=NN2C3=CC=C(C=C3)S(=O)(=O)N)C(F)(F)F. Cell line: SF-295. Synergy scores: CSS=17.2, Synergy_ZIP=-7.36, Synergy_Bliss=-5.15, Synergy_Loewe=-4.17, Synergy_HSA=-3.69. (2) Drug 1: CCC1=C2CN3C(=CC4=C(C3=O)COC(=O)C4(CC)O)C2=NC5=C1C=C(C=C5)O. Drug 2: B(C(CC(C)C)NC(=O)C(CC1=CC=CC=C1)NC(=O)C2=NC=CN=C2)(O)O. Cell line: NCI/ADR-RES. Synergy scores: CSS=72.0, Synergy_ZIP=-0.435, Synergy_Bliss=-0.570, Synergy_Loewe=-4.09, Synergy_HSA=1.03. (3) Drug 1: CCC1(CC2CC(C3=C(CCN(C2)C1)C4=CC=CC=C4N3)(C5=C(C=C6C(=C5)C78CCN9C7C(C=CC9)(C(C(C8N6C=O)(C(=O)OC)O)OC(=O)C)CC)OC)C(=O)OC)O.OS(=O)(=O)O. Drug 2: C1CC(=O)NC(=O)C1N2C(=O)C3=CC=CC=C3C2=O. Cell line: ACHN. Synergy scores: CSS=-6.60, Synergy_ZIP=1.90, Synergy_Bliss=-3.07, Synergy_Loewe=-4.97, Synergy_HSA=-6.35. (4) Drug 1: CC1C(C(CC(O1)OC2CC(CC3=C2C(=C4C(=C3O)C(=O)C5=C(C4=O)C(=CC=C5)OC)O)(C(=O)C)O)N)O.Cl. Drug 2: C1CN(CCN1C(=O)CCBr)C(=O)CCBr. Cell line: OVCAR-5. Synergy scores: CSS=26.4, Synergy_ZIP=-5.80, Synergy_Bliss=2.82, Synergy_Loewe=-11.3, Synergy_HSA=-2.30. (5) Drug 1: CC1=C(C(CCC1)(C)C)C=CC(=CC=CC(=CC(=O)O)C)C. Drug 2: CC(C)(C#N)C1=CC(=CC(=C1)CN2C=NC=N2)C(C)(C)C#N. Cell line: UACC-257. Synergy scores: CSS=2.51, Synergy_ZIP=-2.41, Synergy_Bliss=-0.0637, Synergy_Loewe=-1.63, Synergy_HSA=-1.45. (6) Drug 1: CC1=C2C(C(=O)C3(C(CC4C(C3C(C(C2(C)C)(CC1OC(=O)C(C(C5=CC=CC=C5)NC(=O)C6=CC=CC=C6)O)O)OC(=O)C7=CC=CC=C7)(CO4)OC(=O)C)O)C)OC(=O)C. Drug 2: CN(CC1=CN=C2C(=N1)C(=NC(=N2)N)N)C3=CC=C(C=C3)C(=O)NC(CCC(=O)O)C(=O)O. Cell line: M14. Synergy scores: CSS=16.5, Synergy_ZIP=-6.61, Synergy_Bliss=-0.156, Synergy_Loewe=-11.7, Synergy_HSA=-0.613. (7) Drug 1: C1C(C(OC1N2C=NC3=C(N=C(N=C32)Cl)N)CO)O. Drug 2: C(CN)CNCCSP(=O)(O)O. Cell line: HCC-2998. Synergy scores: CSS=34.2, Synergy_ZIP=-6.00, Synergy_Bliss=-12.3, Synergy_Loewe=-53.9, Synergy_HSA=-12.9. (8) Drug 1: C1CC2CC3=C(CC1C24CN(S(=O)(=O)N4)CC(F)(F)F)C=CC(=C3)C=CCN5CCC(CC5)C(F)(F)F. Drug 2: CN1C=C(C=N1)C2=C3N=C(C(=C(N3N=C2)N)Br)C4CCCNC4. Cell line: HT29. Synergy scores: CSS=71.3, Synergy_ZIP=2.78, Synergy_Bliss=4.55, Synergy_Loewe=7.18, Synergy_HSA=12.0.